This data is from Full USPTO retrosynthesis dataset with 1.9M reactions from patents (1976-2016). The task is: Predict the reactants needed to synthesize the given product. Given the product [CH:1]1([C:6]2[CH:13]=[CH:12][C:9]([CH:10]=[O:11])=[C:8]([O:14][CH3:17])[CH:7]=2)[CH2:2][CH2:3][CH2:4][CH2:5]1, predict the reactants needed to synthesize it. The reactants are: [CH:1]1([C:6]2[CH:13]=[CH:12][C:9]([CH:10]=[O:11])=[C:8]([OH:14])[CH:7]=2)[CH2:5][CH2:4][CH2:3][CH2:2]1.IC.[C:17](=O)([O-])[O-].[K+].[K+].Cl.